From a dataset of NCI-60 drug combinations with 297,098 pairs across 59 cell lines. Regression. Given two drug SMILES strings and cell line genomic features, predict the synergy score measuring deviation from expected non-interaction effect. (1) Drug 2: C(CC(=O)O)C(=O)CN.Cl. Cell line: SF-295. Drug 1: C1=CC(=CC=C1CC(C(=O)O)N)N(CCCl)CCCl.Cl. Synergy scores: CSS=8.05, Synergy_ZIP=-7.86, Synergy_Bliss=-9.33, Synergy_Loewe=-8.05, Synergy_HSA=-7.09. (2) Drug 1: CCC1=CC2CC(C3=C(CN(C2)C1)C4=CC=CC=C4N3)(C5=C(C=C6C(=C5)C78CCN9C7C(C=CC9)(C(C(C8N6C)(C(=O)OC)O)OC(=O)C)CC)OC)C(=O)OC.C(C(C(=O)O)O)(C(=O)O)O. Drug 2: C1CCC(C(C1)N)N.C(=O)(C(=O)[O-])[O-].[Pt+4]. Cell line: OVCAR-5. Synergy scores: CSS=49.7, Synergy_ZIP=-2.97, Synergy_Bliss=-0.690, Synergy_Loewe=-17.9, Synergy_HSA=1.11. (3) Drug 1: CN1CCC(CC1)COC2=C(C=C3C(=C2)N=CN=C3NC4=C(C=C(C=C4)Br)F)OC. Drug 2: CC1=C(N=C(N=C1N)C(CC(=O)N)NCC(C(=O)N)N)C(=O)NC(C(C2=CN=CN2)OC3C(C(C(C(O3)CO)O)O)OC4C(C(C(C(O4)CO)O)OC(=O)N)O)C(=O)NC(C)C(C(C)C(=O)NC(C(C)O)C(=O)NCCC5=NC(=CS5)C6=NC(=CS6)C(=O)NCCC[S+](C)C)O. Cell line: NCIH23. Synergy scores: CSS=7.29, Synergy_ZIP=-6.46, Synergy_Bliss=-11.5, Synergy_Loewe=-19.7, Synergy_HSA=-10.0. (4) Drug 1: CC1CCCC2(C(O2)CC(NC(=O)CC(C(C(=O)C(C1O)C)(C)C)O)C(=CC3=CSC(=N3)C)C)C. Drug 2: CC1C(C(CC(O1)OC2CC(CC3=C2C(=C4C(=C3O)C(=O)C5=C(C4=O)C(=CC=C5)OC)O)(C(=O)CO)O)N)O.Cl. Cell line: HOP-62. Synergy scores: CSS=38.4, Synergy_ZIP=0.730, Synergy_Bliss=-0.194, Synergy_Loewe=-0.636, Synergy_HSA=-0.861. (5) Drug 1: CC1=C(N=C(N=C1N)C(CC(=O)N)NCC(C(=O)N)N)C(=O)NC(C(C2=CN=CN2)OC3C(C(C(C(O3)CO)O)O)OC4C(C(C(C(O4)CO)O)OC(=O)N)O)C(=O)NC(C)C(C(C)C(=O)NC(C(C)O)C(=O)NCCC5=NC(=CS5)C6=NC(=CS6)C(=O)NCCC[S+](C)C)O. Drug 2: CC(C)CN1C=NC2=C1C3=CC=CC=C3N=C2N. Cell line: OVCAR-4. Synergy scores: CSS=15.8, Synergy_ZIP=-1.03, Synergy_Bliss=5.12, Synergy_Loewe=3.60, Synergy_HSA=4.36. (6) Drug 1: COC1=NC(=NC2=C1N=CN2C3C(C(C(O3)CO)O)O)N. Cell line: OVCAR-8. Synergy scores: CSS=-0.556, Synergy_ZIP=1.66, Synergy_Bliss=2.10, Synergy_Loewe=1.03, Synergy_HSA=0.489. Drug 2: C(CN)CNCCSP(=O)(O)O. (7) Drug 1: CC1=CC=C(C=C1)C2=CC(=NN2C3=CC=C(C=C3)S(=O)(=O)N)C(F)(F)F. Drug 2: C1=CN(C=N1)CC(O)(P(=O)(O)O)P(=O)(O)O. Cell line: OVCAR-5. Synergy scores: CSS=2.04, Synergy_ZIP=-1.23, Synergy_Bliss=-1.83, Synergy_Loewe=-0.327, Synergy_HSA=-0.327.